This data is from Full USPTO retrosynthesis dataset with 1.9M reactions from patents (1976-2016). The task is: Predict the reactants needed to synthesize the given product. (1) The reactants are: Br[CH2:2][C:3]1[CH:27]=[CH:26][C:6]([CH2:7][N:8]2[C:12]3[CH:13]=[CH:14][CH:15]=[CH:16][C:11]=3[N:10]([C:17]3[CH:22]=[CH:21][CH:20]=[CH:19][C:18]=3[F:23])[S:9]2(=[O:25])=[O:24])=[CH:5][CH:4]=1.[CH3:28][NH2:29]. Given the product [F:23][C:18]1[CH:19]=[CH:20][CH:21]=[CH:22][C:17]=1[N:10]1[C:11]2[CH:16]=[CH:15][CH:14]=[CH:13][C:12]=2[N:8]([CH2:7][C:6]2[CH:26]=[CH:27][C:3]([CH2:2][NH:29][CH3:28])=[CH:4][CH:5]=2)[S:9]1(=[O:24])=[O:25], predict the reactants needed to synthesize it. (2) Given the product [CH3:19][CH:13]1[C:14]2[C:10](=[CH:9][C:8]([OH:7])=[C:16]([OH:17])[CH:15]=2)[CH2:11][CH2:12]1, predict the reactants needed to synthesize it. The reactants are: I[Si](C)(C)C.C[O:7][C:8]1[CH:9]=[C:10]2[C:14](=[CH:15][C:16]=1[O:17]C)[CH:13]([CH3:19])[CH2:12][CH2:11]2.O. (3) Given the product [CH3:13][O:12][C:8]1[CH:9]=[C:10]2[C:5](=[CH:6][CH:7]=1)[N:4]=[C:3]([C:14]([O:16][CH2:17][CH3:18])=[O:15])[C:2]([CH3:20])=[N:11]2.[CH3:31][O:30][C:25]1[CH:24]=[C:23]2[C:28]([N:29]=[C:20]([CH3:37])[C:21]([C:32]([O:34][CH2:35][CH3:36])=[O:33])=[N:22]2)=[CH:27][CH:26]=1, predict the reactants needed to synthesize it. The reactants are: Cl[C:2]1[C:3]([C:14]([O:16][CH2:17][CH3:18])=[O:15])=[N:4][C:5]2[C:10]([N:11]=1)=[CH:9][C:8]([O:12][CH3:13])=[CH:7][CH:6]=2.Cl[C:20]1[C:21]([C:32]([O:34][CH2:35][CH3:36])=[O:33])=[N:22][C:23]2[C:28]([N:29]=1)=[CH:27][CH:26]=[C:25]([O:30][CH3:31])[CH:24]=2.[CH3:37]B1OB(C)OB(C)O1. (4) Given the product [Cl:1][C:2]1[CH:7]=[C:6]([NH:8][C:9]([C:11]2[N:15]3[N:16]=[C:17]([NH:33][CH:34]4[CH2:39][CH2:38][S:37][CH2:36][CH2:35]4)[CH:18]=[C:19]([NH:20][CH:30]4[CH2:32][CH2:31]4)[C:14]3=[N:13][CH:12]=2)=[O:10])[CH:5]=[CH:4][N:3]=1, predict the reactants needed to synthesize it. The reactants are: [Cl:1][C:2]1[CH:7]=[C:6]([NH:8][C:9]([C:11]2[N:15]3[N:16]=[C:17]([NH:33][CH:34]4[CH2:39][CH2:38][S:37][CH2:36][CH2:35]4)[CH:18]=[C:19]([N:20]([CH:30]4[CH2:32][CH2:31]4)CC4C=CC(OC)=CC=4)[C:14]3=[N:13][CH:12]=2)=[O:10])[CH:5]=[CH:4][N:3]=1.C(O)(C(F)(F)F)=O. (5) Given the product [NH2:52][C@H:7]([CH2:6][CH:5]([S:60][S:61][C:62]([CH3:65])([CH3:64])[CH3:63])[CH2:4][N:1]=[N+:2]=[N-:3])[C:8]([O:10][C@H:11]1[C@@H:15]([OH:16])[C@H:14]([N:17]2[CH:25]=[N:24][C:23]3[C:18]2=[N:19][CH:20]=[N:21][C:22]=3[NH2:26])[O:13][C@H:12]1[CH2:27][O:28][P:29]([O:32][C@H:33]1[CH2:37][C@H:36]([N:38]2[CH:43]=[CH:42][C:41]([NH2:44])=[N:40][C:39]2=[O:45])[O:35][C@@H:34]1[CH2:46][O:47][P:48]([OH:51])([OH:50])=[O:49])([OH:31])=[O:30])=[O:9], predict the reactants needed to synthesize it. The reactants are: [N:1]([CH2:4][CH:5]([S:60][S:61][C:62]([CH3:65])([CH3:64])[CH3:63])[CH2:6][C@@H:7]([NH:52]C(OC(C)(C)C)=O)[C:8]([O:10][C@H:11]1[C@@H:15]([OH:16])[C@H:14]([N:17]2[CH:25]=[N:24][C:23]3[C:18]2=[N:19][CH:20]=[N:21][C:22]=3[NH2:26])[O:13][C@H:12]1[CH2:27][O:28][P:29]([O:32][C@H:33]1[CH2:37][C@H:36]([N:38]2[CH:43]=[CH:42][C:41]([NH2:44])=[N:40][C:39]2=[O:45])[O:35][C@@H:34]1[CH2:46][O:47][P:48]([OH:51])([OH:50])=[O:49])([OH:31])=[O:30])=[O:9])=[N+:2]=[N-:3].FC(F)(F)C(O)=O. (6) Given the product [NH2:13][C:11](=[O:12])[C@H:10]([NH:9][C:6]1[CH:5]=[C:4]([NH:17][C:18]2[S:22][N:21]=[C:20]([CH3:23])[CH:19]=2)[C:3]([C:1]([NH2:2])=[O:30])=[N:8][CH:7]=1)[CH:14]([CH3:16])[CH3:15], predict the reactants needed to synthesize it. The reactants are: [C:1]([C:3]1[N:8]=[CH:7][C:6]([NH:9][C@H:10]([CH:14]([CH3:16])[CH3:15])[C:11]([NH2:13])=[O:12])=[CH:5][C:4]=1[NH:17][C:18]1[S:22][N:21]=[C:20]([CH3:23])[CH:19]=1)#[N:2].[OH-].[Na+].OO.CC(O)=[O:30].